Predict which catalyst facilitates the given reaction. From a dataset of Catalyst prediction with 721,799 reactions and 888 catalyst types from USPTO. (1) Reactant: [CH3:1][O:2][C:3]([N:5]([C:31]1[CH:36]=[CH:35][CH:34]=[CH:33][CH:32]=1)[NH:6][C:7]([C:9]1[C:18]2[C:13](=[CH:14][CH:15]=[CH:16][CH:17]=2)[N:12]=[C:11]([C:19]2[CH:24]=[CH:23][CH:22]=[CH:21][CH:20]=2)[C:10]=1[O:25][CH2:26][C:27]([O:29]C)=[O:28])=[O:8])=[O:4].[OH-].[Na+].O. Product: [CH3:1][O:2][C:3]([N:5]([C:31]1[CH:36]=[CH:35][CH:34]=[CH:33][CH:32]=1)[NH:6][C:7]([C:9]1[C:18]2[C:13](=[CH:14][CH:15]=[CH:16][CH:17]=2)[N:12]=[C:11]([C:19]2[CH:24]=[CH:23][CH:22]=[CH:21][CH:20]=2)[C:10]=1[O:25][CH2:26][C:27]([OH:29])=[O:28])=[O:8])=[O:4]. The catalyst class is: 5. (2) Reactant: [Cl:1][C:2]1[CH:7]=[CH:6][C:5]([CH2:8][CH2:9][C:10]([OH:12])=[O:11])=[CH:4][CH:3]=1.[C:13](Cl)(=O)C. Product: [Cl:1][C:2]1[CH:3]=[CH:4][C:5]([CH2:8][CH2:9][C:10]([O:12][CH3:13])=[O:11])=[CH:6][CH:7]=1. The catalyst class is: 5. (3) Reactant: C(OC(=O)[N:7]([CH2:28][C:29]1[CH:38]=[CH:37][C:32]2[O:33][CH2:34][CH2:35][O:36][C:31]=2[CH:30]=1)[CH:8]1[CH2:13][CH2:12][N:11]([CH2:14][CH2:15][N:16]2[C:25]3[C:20](=[CH:21][CH:22]=[C:23]([Br:26])[CH:24]=3)[N:19]=[CH:18][C:17]2=[O:27])[CH2:10][CH2:9]1)(C)(C)C.FC(F)(F)C(O)=O. Product: [O:33]1[C:32]2[CH:37]=[CH:38][C:29]([CH2:28][NH:7][CH:8]3[CH2:9][CH2:10][N:11]([CH2:14][CH2:15][N:16]4[C:25]5[C:20](=[CH:21][CH:22]=[C:23]([Br:26])[CH:24]=5)[N:19]=[CH:18][C:17]4=[O:27])[CH2:12][CH2:13]3)=[CH:30][C:31]=2[O:36][CH2:35][CH2:34]1. The catalyst class is: 22. (4) Reactant: [Br:1][C:2]1[CH:10]=[CH:9][C:8]([S:11]([CH2:14][CH3:15])(=[O:13])=[O:12])=[CH:7][C:3]=1[C:4]([NH2:6])=O.C(N(CC)CC)C.FC(F)(F)C(OC(=O)C(F)(F)F)=O.CCOC(C)=O. Product: [Br:1][C:2]1[CH:10]=[CH:9][C:8]([S:11]([CH2:14][CH3:15])(=[O:13])=[O:12])=[CH:7][C:3]=1[C:4]#[N:6]. The catalyst class is: 1.